From a dataset of Catalyst prediction with 721,799 reactions and 888 catalyst types from USPTO. Predict which catalyst facilitates the given reaction. Reactant: [N:1]1([CH2:8][CH2:9][N:10]2[C:14]3=[N:15][CH:16]=[N:17][C:18]([NH:19][CH3:20])=[C:13]3[CH:12]=[N:11]2)[CH2:7][CH2:6][CH2:5][CH2:4][CH2:3][CH2:2]1.C(O[C:25](=[O:27])[CH3:26])(=O)C. Product: [N:1]1([CH2:8][CH2:9][N:10]2[C:14]3=[N:15][CH:16]=[N:17][C:18]([N:19]([CH3:20])[C:25](=[O:27])[CH3:26])=[C:13]3[CH:12]=[N:11]2)[CH2:2][CH2:3][CH2:4][CH2:5][CH2:6][CH2:7]1. The catalyst class is: 17.